From a dataset of Catalyst prediction with 721,799 reactions and 888 catalyst types from USPTO. Predict which catalyst facilitates the given reaction. (1) Reactant: Cl.[F:2][CH2:3][CH2:4][CH2:5][NH2:6].[Br:7][C:8]1[CH:15]=[CH:14][C:11]([CH:12]=O)=[CH:10][CH:9]=1.C(O[BH-](OC(=O)C)OC(=O)C)(=O)C.[Na+].C(=O)([O-])[O-].[Na+].[Na+].[C:36](O[C:36]([O:38][C:39]([CH3:42])([CH3:41])[CH3:40])=[O:37])([O:38][C:39]([CH3:42])([CH3:41])[CH3:40])=[O:37]. Product: [C:39]([O:38][C:36](=[O:37])[N:6]([CH2:12][C:11]1[CH:14]=[CH:15][C:8]([Br:7])=[CH:9][CH:10]=1)[CH2:5][CH2:4][CH2:3][F:2])([CH3:42])([CH3:41])[CH3:40]. The catalyst class is: 3. (2) Reactant: [O:1]1[CH2:6][CH2:5][CH:4]([O:7][C:8]2[C:9]3[N:17]=[C:16]([C:18]4[CH:19]=[C:20]([NH2:24])[CH:21]=[N:22][CH:23]=4)[CH:15]=[CH:14][C:10]=3[N:11]=[CH:12][N:13]=2)[CH2:3][CH2:2]1.[Cl:25][C:26]1[CH:31]=[C:30]([F:32])[CH:29]=[CH:28][C:27]=1[S:33](Cl)(=[O:35])=[O:34]. Product: [Cl:25][C:26]1[CH:31]=[C:30]([F:32])[CH:29]=[CH:28][C:27]=1[S:33]([NH:24][C:20]1[CH:21]=[N:22][CH:23]=[C:18]([C:16]2[CH:15]=[CH:14][C:10]3[N:11]=[CH:12][N:13]=[C:8]([O:7][CH:4]4[CH2:5][CH2:6][O:1][CH2:2][CH2:3]4)[C:9]=3[N:17]=2)[CH:19]=1)(=[O:35])=[O:34]. The catalyst class is: 298. (3) Reactant: C1(C)C=CC=CC=1.C(OC(C)C)(=O)C.[CH3:15][O:16][C:17]1[CH:22]=[C:21]([CH2:23][O:24]C(OCCC)C)[CH:20]=[C:19]([O:31][CH3:32])[C:18]=1[B:33]([OH:35])[OH:34].Cl. Product: [OH:24][CH2:23][C:21]1[CH:22]=[C:17]([O:16][CH3:15])[C:18]([B:33]([OH:34])[OH:35])=[C:19]([O:31][CH3:32])[CH:20]=1. The catalyst class is: 6.